From a dataset of Forward reaction prediction with 1.9M reactions from USPTO patents (1976-2016). Predict the product of the given reaction. (1) The product is: [CH3:1][C:2]1[C:6]([CH2:7][O:8][C:9]2[CH:14]=[CH:13][C:12]([S:15]([N:18]([C:19]3[N:24]=[C:23]([CH3:25])[CH:22]=[C:21]([CH3:26])[N:20]=3)[CH2:29][CH:28]([CH3:31])[CH3:30])(=[O:16])=[O:17])=[CH:11][CH:10]=2)=[C:5]([CH3:27])[O:4][N:3]=1. Given the reactants [CH3:1][C:2]1[C:6]([CH2:7][O:8][C:9]2[CH:14]=[CH:13][C:12]([S:15]([NH:18][C:19]3[N:24]=[C:23]([CH3:25])[CH:22]=[C:21]([CH3:26])[N:20]=3)(=[O:17])=[O:16])=[CH:11][CH:10]=2)=[C:5]([CH3:27])[O:4][N:3]=1.[C:28](N=C(N(C)C)N(C)C)([CH3:31])([CH3:30])[CH3:29].BrCC(C)C, predict the reaction product. (2) Given the reactants [CH2:1]([N:8]1[CH2:13][CH2:12][C@@H:11]([CH3:14])[C@@H:10]([NH:15][C:16]2[C:21]([CH:22]=O)=[CH:20][N:19]=[C:18]3[N:24]([CH2:27][O:28][CH2:29][CH2:30][Si:31]([CH3:34])([CH3:33])[CH3:32])[CH:25]=[CH:26][C:17]=23)[CH2:9]1)[C:2]1[CH:7]=[CH:6][CH:5]=[CH:4][CH:3]=1.C1(P(C2C=CC=CC=2)C2C=CC=CC=2)C=CC=CC=1.[C:54](Br)(Br)([Br:56])[Br:55].C(=O)([O-])O.[Na+], predict the reaction product. The product is: [CH2:1]([N:8]1[CH2:13][CH2:12][C@@H:11]([CH3:14])[C@@H:10]([NH:15][C:16]2[C:17]3[CH:26]=[CH:25][N:24]([CH2:27][O:28][CH2:29][CH2:30][Si:31]([CH3:32])([CH3:34])[CH3:33])[C:18]=3[N:19]=[CH:20][C:21]=2[CH:22]=[C:54]([Br:56])[Br:55])[CH2:9]1)[C:2]1[CH:7]=[CH:6][CH:5]=[CH:4][CH:3]=1. (3) Given the reactants [Cl:1][C:2]1[CH:17]=[CH:16][C:5]([O:6][C:7]2[CH:8]=[C:9]([CH:13]=[CH:14][CH:15]=2)[C:10](Cl)=[O:11])=[C:4]([N+:18]([O-:20])=[O:19])[CH:3]=1.[C:21]([Si:25]([CH3:35])([CH3:34])[O:26][C:27]1[CH:28]=[C:29]([NH2:33])[CH:30]=[CH:31][CH:32]=1)([CH3:24])([CH3:23])[CH3:22].C(N(CC)C(C)C)(C)C.O, predict the reaction product. The product is: [C:21]([Si:25]([CH3:35])([CH3:34])[O:26][C:27]1[CH:28]=[C:29]([NH:33][C:10](=[O:11])[C:9]2[CH:13]=[CH:14][CH:15]=[C:7]([O:6][C:5]3[CH:16]=[CH:17][C:2]([Cl:1])=[CH:3][C:4]=3[N+:18]([O-:20])=[O:19])[CH:8]=2)[CH:30]=[CH:31][CH:32]=1)([CH3:24])([CH3:23])[CH3:22]. (4) Given the reactants [Br:1][C:2]1[CH:14]=[CH:13][C:12]([C:15]([NH2:17])=[O:16])=[C:11]2[C:3]=1[C:4]1[CH2:5][CH2:6][CH:7]([CH:18]=O)[CH2:8][C:9]=1[NH:10]2.C([O-])(=O)C.[NH4+:24].C(O[BH-](OC(=O)C)OC(=O)C)(=O)C.[Na+].C1COCC1, predict the reaction product. The product is: [NH2:24][CH2:18][CH:7]1[CH2:6][CH2:5][C:4]2[C:3]3[C:11](=[C:12]([C:15]([NH2:17])=[O:16])[CH:13]=[CH:14][C:2]=3[Br:1])[NH:10][C:9]=2[CH2:8]1. (5) Given the reactants Br[C:2]1[CH:9]=[CH:8][CH:7]=[CH:6][C:3]=1[CH:4]=[O:5].[O:10]1[CH:14]=[CH:13][C:12](B(O)O)=[CH:11]1.C([O-])([O-])=O.[Na+].[Na+].C(Cl)Cl, predict the reaction product. The product is: [O:10]1[CH:14]=[CH:13][C:12]([C:2]2[CH:9]=[CH:8][CH:7]=[CH:6][C:3]=2[CH:4]=[O:5])=[CH:11]1. (6) The product is: [CH2:23]([N:14]1[C:11]2[CH2:12][CH2:13][NH:8][CH2:9][C:10]=2[C:16]([C:17]2[S:18][C:19]([CH3:22])=[CH:20][CH:21]=2)=[CH:15]1)[C:24]1[CH:25]=[CH:26][CH:27]=[CH:28][CH:29]=1. Given the reactants C(OC([N:8]1[CH2:13][CH2:12][C:11]2[N:14]([CH2:23][C:24]3[CH:29]=[CH:28][CH:27]=[CH:26][CH:25]=3)[CH:15]=[C:16]([C:17]3[S:18][C:19]([CH3:22])=[CH:20][CH:21]=3)[C:10]=2[CH2:9]1)=O)(C)(C)C.C(OC(N1CCC(=O)CC1)=O)(C)(C)C.C(N)C1C=CC=CC=1.CC1SC(C=C[N+]([O-])=O)=CC=1, predict the reaction product. (7) Given the reactants [CH3:1][N:2]([CH2:4][C:5]1[N:10]=[C:9]([C:11]([OH:13])=O)[CH:8]=[CH:7][CH:6]=1)[CH3:3].F[P-](F)(F)(F)(F)F.N1(OC(N(C)C)=[N+](C)C)C2N=CC=CC=2N=N1.CCN(C(C)C)C(C)C.[NH:47]1[C:55]2[C:50](=[C:51]([C:56]3[CH:57]=[C:58]([NH2:71])[C:59]4[C:63]([CH:64]=3)=[N:62][N:61](C3CCCCO3)[CH:60]=4)[CH:52]=[CH:53][CH:54]=2)[CH:49]=[CH:48]1.C(=O)(O)[O-].[Na+], predict the reaction product. The product is: [CH3:3][N:2]([CH2:4][C:5]1[N:10]=[C:9]([C:11]([NH:71][C:58]2[CH:57]=[C:56]([C:51]3[CH:52]=[CH:53][CH:54]=[C:55]4[C:50]=3[CH:49]=[CH:48][NH:47]4)[CH:64]=[C:63]3[C:59]=2[CH:60]=[N:61][NH:62]3)=[O:13])[CH:8]=[CH:7][CH:6]=1)[CH3:1].